From a dataset of Forward reaction prediction with 1.9M reactions from USPTO patents (1976-2016). Predict the product of the given reaction. (1) Given the reactants [Cl:1][C:2]1[N:7]=[C:6]2[CH:8]=[CH:9][NH:10][C:5]2=[CH:4][CH:3]=1.CN(C=O)C.[OH-].[K+].[I:18]I, predict the reaction product. The product is: [Cl:1][C:2]1[N:7]=[C:6]2[C:8]([I:18])=[CH:9][NH:10][C:5]2=[CH:4][CH:3]=1. (2) Given the reactants [CH3:1][O:2][C:3]1[CH:8]=[CH:7][N:6]2[N:9]=[C:10]([C:19]3[CH:24]=[CH:23][CH:22]=[CH:21][CH:20]=3)[C:11]([C:12]3[CH:13]=[CH:14][C:15](=[O:18])[NH:16][N:17]=3)=[C:5]2[CH:4]=1.O[CH:26]1[CH2:31][CH2:30][N:29]([CH3:32])[CH2:28][CH2:27]1.N(C(OCC)=O)=NC(OCC)=O.C1(P(C2C=CC=CC=2)C2C=CC=CC=2)C=CC=CC=1, predict the reaction product. The product is: [CH3:1][O:2][C:3]1[CH:8]=[CH:7][N:6]2[N:9]=[C:10]([C:19]3[CH:24]=[CH:23][CH:22]=[CH:21][CH:20]=3)[C:11]([C:12]3[CH:13]=[CH:14][C:15](=[O:18])[N:16]([CH:26]4[CH2:31][CH2:30][N:29]([CH3:32])[CH2:28][CH2:27]4)[N:17]=3)=[C:5]2[CH:4]=1.